This data is from Forward reaction prediction with 1.9M reactions from USPTO patents (1976-2016). The task is: Predict the product of the given reaction. (1) The product is: [NH2:1][C:2]1[N:7]=[C:6]([CH3:8])[C:5]([CH2:9][C:10]2[CH:11]=[C:12]([CH2:16][OH:34])[CH:13]=[CH:14][CH:15]=2)=[C:4]([NH:22][CH2:23][CH2:24][CH2:25][CH2:26][CH3:27])[N:3]=1. Given the reactants [NH2:1][C:2]1[N:7]=[C:6]([CH3:8])[C:5]([CH2:9][C:10]2[CH:11]=[C:12]([CH2:16]C(OCC)=O)[CH:13]=[CH:14][CH:15]=2)=[C:4]([NH:22][CH2:23][CH2:24][CH2:25][CH2:26][CH3:27])[N:3]=1.[H-].[H-].[H-].[H-].[Li+].[Al+3].[OH-:34].[Na+], predict the reaction product. (2) Given the reactants S(=O)(=O)(O)N.[CH:6]([C:8]1[CH:37]=[CH:36][CH:35]=[CH:34][C:9]=1[O:10][CH:11]1[CH2:16][CH2:15][N:14]([C:17](=[O:33])[CH2:18][NH:19][C:20]([C:22]2[CH:26]=[C:25]([C:27]3[CH:32]=[CH:31][CH:30]=[CH:29][CH:28]=3)[NH:24][N:23]=2)=[O:21])[CH2:13][CH2:12]1)=[O:7].Cl([O-])=[O:39].[Na+].O, predict the reaction product. The product is: [C:27]1([C:25]2[NH:24][N:23]=[C:22]([C:20]([NH:19][CH2:18][C:17]([N:14]3[CH2:15][CH2:16][CH:11]([O:10][C:9]4[CH:34]=[CH:35][CH:36]=[CH:37][C:8]=4[C:6]([OH:39])=[O:7])[CH2:12][CH2:13]3)=[O:33])=[O:21])[CH:26]=2)[CH:28]=[CH:29][CH:30]=[CH:31][CH:32]=1. (3) Given the reactants [CH3:1][O:2][CH2:3][CH2:4][O:5][C:6]1[CH:7]=[CH:8][C:9]2[C:10]3[N:18]=[C:17]([C:19]4[CH:24]=[CH:23][C:22]([O:25][CH3:26])=[CH:21][CH:20]=4)[CH:16]=[C:15]([C:27]([O:29]C)=O)[C:11]=3[NH:12][C:13]=2[CH:14]=1.[NH3:31], predict the reaction product. The product is: [CH3:1][O:2][CH2:3][CH2:4][O:5][C:6]1[CH:7]=[CH:8][C:9]2[C:10]3[N:18]=[C:17]([C:19]4[CH:20]=[CH:21][C:22]([O:25][CH3:26])=[CH:23][CH:24]=4)[CH:16]=[C:15]([C:27]([NH2:31])=[O:29])[C:11]=3[NH:12][C:13]=2[CH:14]=1. (4) Given the reactants CC1C=CC(S(O[CH2:12][C@@H:13]2[O:18][C:17]3[CH:19]=[C:20]([S:24]([CH3:27])(=[O:26])=[O:25])[CH:21]=[C:22]([Cl:23])[C:16]=3[O:15][CH2:14]2)(=O)=O)=CC=1.[CH3:28][NH2:29], predict the reaction product. The product is: [Cl:23][C:22]1[C:16]2[O:15][CH2:14][C@H:13]([CH2:12][NH:29][CH3:28])[O:18][C:17]=2[CH:19]=[C:20]([S:24]([CH3:27])(=[O:26])=[O:25])[CH:21]=1.